The task is: Regression/Classification. Given an antibody's heavy chain and light chain sequences, predict its developability. TAP uses regression for 5 developability metrics; SAbDab uses binary classification.. This data is from Antibody developability classification from SAbDab with 2,409 antibodies. (1) The antibody is ['EVQLVESGGGLVQPGGSLRLSCAASGYTFTSYNMHWVRQAPGKGLEWVGAIYPGNGATSYNQKFKGRFTISVDKSKNTLYLQMNSLRAEDTAVYYCARVVYYSASYWYFDVWGQGTLVTVSS', 'DIQMTQSPSSLSASVGDRVTITCRASSSVSYLHWYQQKPGKAPKPLIYAPSNLASGVPSRFSGSGSGTDFTLTISSLQPEDFATYYCQQWAFNPPTFGQGTKVEIK']. Result: 1 (developable). (2) The antibody is ['EVQLQQSGAELLKPGASVKLSCIVSGFKIKDTSMHWVKQRPEQGLEWIGRIDPANDNSEYDPKFQGKATITADTSSNTAYLQLSSLTSEDTAVYYCTLSHFWGQGTTLTVSS', 'SIVMTQTPKFLPVSAGDRVTIICKASQSVSNDVVWYQQKPGQSPKLLIYYASIRYTGVPDRFTGSGYGTDFTFTISTVQVEDLAVYFCQQGFSSPRTFGGGTKLEIN']. Result: 0 (not developable). (3) The antibody is ['DVQLVESGGGLVQPGGSRKLSCAASGFTFMRFGMHWVRQAPEKGLEWVAYISSGSSTIYYADTVKGRFTISRDNPKNTLFLQMTSLRSEDTALYYCARSGGIERYDGTYYVMDYWGQGTSVTVSS', 'DTVLTQSPASLAVSLGQRATISCRASESVDYYGKSFMNWFQQKPGQPPKLLIYAASNQGSGVPARFSGSGSGTDFSLHIHPMEEDDSAMYFCQQSKEVPWTFGGGTKLEIK']. Result: 0 (not developable). (4) The antibody is ['QVQLVQSGAEVKRPGSSVTVSCKASGGSFSTYALSWVRQAPGRGLEWMGGVIPLLTITNYAPRFQGRITITADRSTSTAYLELNSLRPEDTAVYYCAREGTTGWGWLGKPIGAFAHWGQGTLVTVSS', '4wy7_L']. Result: 0 (not developable). (5) The antibody is ['6ayn', 'DILLTQSPVILSVSPGERVSFSCRASQSIGTNIHWYQQRTNGSPRLLIKYASESISGIPSRFSGSGSGTDFTLSINSVESEDIADYYCQQNNNWPTTFGAGTKLELK']. Result: 0 (not developable). (6) The antibody is ['EEQLKESGGRLVAPGTPLTLTCTVSGFDISDYAMIWVRQAPGKGLEWIGIIYGGSNKLAYAKWAKGRFTISRTSTTVDLKITSPTTEDTATYFCARGYGSMDGYDRLNLWGQGTLVTVSS', 'AAVLTQTPSPVSAAVGGTVTISCQSSETVYRGDWLSWFQKKPGQPPKLLIYDASYLASGVSSRFSGSGSGTHFTLTISGVQCDDAATYYCLGGYYDDADDTFGGGTEVVVK']. Result: 0 (not developable). (7) The antibody is ['QVQLQQSGAELMKPGASVKISCKATGYTFSSYWIEWVKQRPGHGLEWIGEILPGSGSTNYNEKFKGKATFTADTSSNTAYMQLSSLTSEDSAVYYCARGHSYYFYDGDYWGQGTSVTVSS', 'DIKMTQSPSSMYASLGERVTITCKASQDINSYLSWFQQKPGKSPKTLIYRANRLVDGVPSRFSGSGSGQDYSLTISSLEYEDMGIYYCLQYDEFPYTFGSGTKLEIK']. Result: 0 (not developable). (8) The antibody is ['QVQLLESGPELKKPGETVKISCKASGYTFTNYGMNWVKQAPGKGLKWMGWINTYTGEPTYADDFKGRFAFSLETSASTAYLQINNLKNEDTATYFCVQAERLRRTFDYWGAGTTVTVSS', 'ELVMTQTPLSLPVSLGDQASISCRSSQSLLHSNGNTYLHWYLQKPGQSPKLLIYKVSNRFSGVPDRFSGSGSGTDFTLKISRVEAEDLGVYFCSQVTHVPPTFGGGTKLEIK']. Result: 0 (not developable).